Dataset: Forward reaction prediction with 1.9M reactions from USPTO patents (1976-2016). Task: Predict the product of the given reaction. (1) Given the reactants [C:1]([CH2:4][CH2:5][CH2:6][O:7][C:8]1[CH:13]=[CH:12][C:11]([S:14]([C:17]2([C:23](OC(C)(C)C)=[O:24])[CH2:22][CH2:21][O:20][CH2:19][CH2:18]2)(=[O:16])=[O:15])=[CH:10][CH:9]=1)(O)=[O:2].O.[OH:31][N:32]1C2C=CC=CC=2N=N1.[C:41]1([CH3:51])[C:42]([C:47]([NH:49][NH2:50])=O)=[CH:43][CH:44]=[CH:45][CH:46]=1.Cl.CN(C)CCCN=C=NCC, predict the reaction product. The product is: [OH:31][NH:32][C:23]([C:17]1([S:14]([C:11]2[CH:10]=[CH:9][C:8]([O:7][CH2:6][CH2:5][CH2:4][C:1]3[O:2][C:47]([C:42]4[CH:43]=[CH:44][CH:45]=[CH:46][C:41]=4[CH3:51])=[N:49][N:50]=3)=[CH:13][CH:12]=2)(=[O:16])=[O:15])[CH2:22][CH2:21][O:20][CH2:19][CH2:18]1)=[O:24]. (2) Given the reactants [CH:1]1[C:13]2[N:12]([CH2:14][CH2:15][CH2:16][N:17]([CH3:19])[CH3:18])[C:11]3[C:6](=[CH:7][CH:8]=[CH:9][CH:10]=3)[C:5]=2[CH:4]=[CH:3][CH:2]=1.[Al+3].[Cl-].[Cl-].[Cl-].[C:24](Cl)(=[O:28])[CH:25]([CH3:27])[CH3:26], predict the reaction product. The product is: [CH3:19][N:17]([CH3:18])[CH2:16][CH2:15][CH2:14][N:12]1[C:11]2[CH:10]=[CH:9][C:8]([C:24](=[O:28])[CH:25]([CH3:27])[CH3:26])=[CH:7][C:6]=2[C:5]2[C:13]1=[CH:1][CH:2]=[C:3]([C:24](=[O:28])[CH:25]([CH3:27])[CH3:26])[CH:4]=2.